Task: Predict the reaction yield, written as a fraction of the theoretical maximum amount of product (1.0 means a 100% yield; for example, 0.34 means a 34% yield).. Dataset: Reaction yield outcomes from USPTO patents with 853,638 reactions (1) The reactants are [F:1][C:2]([F:39])([F:38])[C:3]1[CH:8]=[CH:7][C:6]([N:9]2[CH2:14][CH2:13][CH:12]([O:15][C:16]3[N:17]=[CH:18][C:19]([C:22]([NH:24][CH:25]4[CH2:30][CH2:29][N:28](C(OC(C)(C)C)=O)[CH2:27][CH2:26]4)=[O:23])=[N:20][CH:21]=3)[CH2:11][CH2:10]2)=[CH:5][CH:4]=1.[ClH:40]. The catalyst is O1CCOCC1. The product is [ClH:40].[ClH:40].[NH:28]1[CH2:29][CH2:30][CH:25]([NH:24][C:22]([C:19]2[CH:18]=[N:17][C:16]([O:15][CH:12]3[CH2:11][CH2:10][N:9]([C:6]4[CH:7]=[CH:8][C:3]([C:2]([F:39])([F:1])[F:38])=[CH:4][CH:5]=4)[CH2:14][CH2:13]3)=[CH:21][N:20]=2)=[O:23])[CH2:26][CH2:27]1. The yield is 0.990. (2) The reactants are [CH2:1]([CH:8]1[CH2:13][CH2:12][CH2:11][N:10]([CH2:14][CH2:15][C:16]2[CH:21]=[CH:20][C:19]([NH:22]C(OC(C)(C)C)=O)=[CH:18][CH:17]=2)[CH2:9]1)[C:2]1[CH:7]=[CH:6][CH:5]=[CH:4][CH:3]=1.[BrH:30]. No catalyst specified. The product is [BrH:30].[CH2:1]([CH:8]1[CH2:13][CH2:12][CH2:11][N:10]([CH2:14][CH2:15][C:16]2[CH:21]=[CH:20][C:19]([NH2:22])=[CH:18][CH:17]=2)[CH2:9]1)[C:2]1[CH:3]=[CH:4][CH:5]=[CH:6][CH:7]=1. The yield is 0.550. (3) The reactants are Br[CH2:2][C:3]1[CH:8]=[CH:7][C:6]([C:9]2[CH:13]=[C:12]([C:14]([NH2:16])=[O:15])[O:11][N:10]=2)=[CH:5][CH:4]=1.[F:17][C:18]1[CH:23]=[CH:22][C:21]([OH:24])=[C:20]([CH3:25])[CH:19]=1.C([O-])([O-])=O.[K+].[K+]. The catalyst is CC#N. The product is [F:17][C:18]1[CH:23]=[CH:22][C:21]([O:24][CH2:2][C:3]2[CH:8]=[CH:7][C:6]([C:9]3[CH:13]=[C:12]([C:14]([NH2:16])=[O:15])[O:11][N:10]=3)=[CH:5][CH:4]=2)=[C:20]([CH3:25])[CH:19]=1. The yield is 0.800. (4) The reactants are Br[C:2]1[CH:7]=[CH:6][C:5]([C:8]([CH3:11])([CH3:10])[CH3:9])=[CH:4][CH:3]=1.[CH:12]([C:14]1[O:18][C:17](B(O)O)=[CH:16][CH:15]=1)=[O:13].C(=O)([O-])[O-].[Na+].[Na+]. The catalyst is C(COC)OC.C(O)C.C(OCC)(=O)C.O.C1C=CC([P]([Pd]([P](C2C=CC=CC=2)(C2C=CC=CC=2)C2C=CC=CC=2)([P](C2C=CC=CC=2)(C2C=CC=CC=2)C2C=CC=CC=2)[P](C2C=CC=CC=2)(C2C=CC=CC=2)C2C=CC=CC=2)(C2C=CC=CC=2)C2C=CC=CC=2)=CC=1. The product is [C:8]([C:5]1[CH:6]=[CH:7][C:2]([C:17]2[O:18][C:14]([CH:12]=[O:13])=[CH:15][CH:16]=2)=[CH:3][CH:4]=1)([CH3:11])([CH3:10])[CH3:9]. The yield is 0.720. (5) The reactants are [CH2:1]([O:3][C:4]([CH:6]1[CH2:11][CH2:10][N:9]([CH2:12][C:13]2[CH:22]=[CH:21][C:20]3[C:15](=[CH:16][CH:17]=[C:18]([OH:23])[CH:19]=3)[CH:14]=2)[CH2:8][CH2:7]1)=[O:5])[CH3:2].[CH3:24][C:25]([C@H:29]1[CH2:34][CH2:33][C@H:32](O)[CH2:31][CH2:30]1)([CH3:28])[CH2:26][CH3:27].C1(P(C2C=CC=CC=2)C2C=CC=CC=2)C=CC=CC=1.C1(C)C=CC=CC=1.N(C(OC(C)C)=O)=NC(OC(C)C)=O. No catalyst specified. The product is [C:25]([C@@H:29]1[CH2:30][CH2:31][C@H:32]([O:23][C:18]2[CH:19]=[C:20]3[C:15](=[CH:16][CH:17]=2)[CH:14]=[C:13]([CH2:12][N:9]2[CH2:10][CH2:11][CH:6]([C:4]([O:3][CH2:1][CH3:2])=[O:5])[CH2:7][CH2:8]2)[CH:22]=[CH:21]3)[CH2:33][CH2:34]1)([CH2:26][CH3:27])([CH3:24])[CH3:28]. The yield is 1.00. (6) The reactants are Br[C:2]1[CH:7]=[C:6]([CH3:8])[N:5]=[C:4]([CH3:9])[N:3]=1.[Br:10][C:11]1[CH:12]=[C:13]([C:17]([C:25]2[CH:30]=[CH:29][CH:28]=[C:27]([F:31])[C:26]=2[C:32]#[N:33])=[N:18]S(C(C)(C)C)=O)[CH:14]=[CH:15][CH:16]=1. No catalyst specified. The product is [Br:10][C:11]1[CH:12]=[C:13]([C:17]2([C:2]3[CH:7]=[C:6]([CH3:8])[N:5]=[C:4]([CH3:9])[N:3]=3)[C:25]3[C:26](=[C:27]([F:31])[CH:28]=[CH:29][CH:30]=3)[C:32]([NH2:33])=[N:18]2)[CH:14]=[CH:15][CH:16]=1. The yield is 0.350. (7) The reactants are [Br:1][C:2]1[N:7]=[C:6]([NH:8][CH2:9][C:10]2[C:15]([CH3:16])=[CH:14][CH:13]=[CH:12][C:11]=2[CH2:17][CH3:18])[C:5]([NH2:19])=[C:4]([NH:20][CH3:21])[CH:3]=1.[C:22](OC)(OC)(OC)[CH3:23].O.C(=O)(O)[O-].[Na+]. The catalyst is C(O)C. The product is [Br:1][C:2]1[N:7]=[C:6]([NH:8][CH2:9][C:10]2[C:15]([CH3:16])=[CH:14][CH:13]=[CH:12][C:11]=2[CH2:17][CH3:18])[C:5]2[N:19]=[C:22]([CH3:23])[N:20]([CH3:21])[C:4]=2[CH:3]=1. The yield is 0.900. (8) The reactants are [CH:1]1([C:6]([C:8]2[CH:13]=[C:12]([CH3:14])[CH:11]=[CH:10][C:9]=2[NH:15][C:16](=[O:30])[NH:17][C:18]2[S:19][CH:20]=[C:21]([CH2:23][CH2:24]OS(C)(=O)=O)[N:22]=2)=[O:7])[CH2:5][CH2:4][CH2:3][CH2:2]1.[NH:31]1[CH2:36][CH2:35][NH:34][CH2:33][CH2:32]1. No catalyst specified. The product is [CH:1]1([C:6]([C:8]2[CH:13]=[C:12]([CH3:14])[CH:11]=[CH:10][C:9]=2[NH:15][C:16]([NH:17][C:18]2[S:19][CH:20]=[C:21]([CH2:23][CH2:24][N:31]3[CH2:36][CH2:35][NH:34][CH2:33][CH2:32]3)[N:22]=2)=[O:30])=[O:7])[CH2:2][CH2:3][CH2:4][CH2:5]1. The yield is 0.700.